This data is from Catalyst prediction with 721,799 reactions and 888 catalyst types from USPTO. The task is: Predict which catalyst facilitates the given reaction. (1) Reactant: [CH3:1][S:2]([CH2:4][S:5][CH3:6])=[O:3].C([Li])CCC.S(OCC(C)COS(C1C=[CH:20][C:18]([CH3:19])=[CH:17]C=1)(=O)=O)(C1C=[CH:20][C:18]([CH3:19])=[CH:17]C=1)(=O)=O.O. Product: [CH3:17][CH:18]1[CH2:20][C:4]([S:2]([CH3:1])=[O:3])([S:5][CH3:6])[CH2:19]1. The catalyst class is: 1. (2) Product: [O:8]([Si:14]([CH3:15])([CH:13]=[CH2:12])[N:26]1[CH2:27][CH2:28][N:23]([CH3:22])[CH2:24][CH2:25]1)[Si:1]([C:4]([CH3:7])([CH3:6])[CH3:5])([CH3:3])[CH3:2]. The catalyst class is: 413. Reactant: [Si:1]([OH:8])([C:4]([CH3:7])([CH3:6])[CH3:5])([CH3:3])[CH3:2].ClC([CH:12]=[CH:13][SiH3:14])Cl.[CH2:15](N(CC)CC)C.[CH3:22][N:23]1[CH2:28][CH2:27][NH:26][CH2:25][CH2:24]1.